Dataset: Forward reaction prediction with 1.9M reactions from USPTO patents (1976-2016). Task: Predict the product of the given reaction. (1) Given the reactants [CH2:1]([CH:4]1[CH2:8][NH:7][C:6](=[O:9])[CH2:5]1)[CH2:2][CH3:3].[C:10]([O:14][CH2:15][CH3:16])(=[O:13])[CH:11]=[O:12], predict the reaction product. The product is: [CH2:15]([O:14][C:10](=[O:13])[CH:11]([OH:12])[N:7]1[CH2:8][CH:4]([CH2:1][CH2:2][CH3:3])[CH2:5][C:6]1=[O:9])[CH3:16]. (2) Given the reactants C(=O)([O-])[O-:2].[K+].[K+].[C:7]([O:11][C:12]([NH:14][C:15]([C:35]#[N:36])([CH2:21][C:22]([O:24][CH:25]1[CH:30]([CH:31]([CH3:33])[CH3:32])[CH2:29][CH2:28][CH:27]([CH3:34])[CH2:26]1)=[O:23])[C:16]([O:18][CH2:19][CH3:20])=[O:17])=[O:13])([CH3:10])([CH3:9])[CH3:8].OO, predict the reaction product. The product is: [C:7]([O:11][C:12]([NH:14][C:15]([C:35](=[O:2])[NH2:36])([CH2:21][C:22]([O:24][CH:25]1[CH:30]([CH:31]([CH3:32])[CH3:33])[CH2:29][CH2:28][CH:27]([CH3:34])[CH2:26]1)=[O:23])[C:16]([O:18][CH2:19][CH3:20])=[O:17])=[O:13])([CH3:8])([CH3:10])[CH3:9]. (3) Given the reactants [H-].[Na+].[CH:3]([C:6]1[CH:11]=[CH:10][C:9]([CH:12]2[C:16]3[CH:17]=[CH:18][C:19]([OH:21])=[CH:20][C:15]=3[O:14][C:13]2([CH3:23])[CH3:22])=[CH:8][CH:7]=1)([CH3:5])[CH3:4].[CH3:24][O:25][C:26]1[CH:33]=[CH:32][C:29]([CH2:30]Cl)=[CH:28][CH:27]=1.O, predict the reaction product. The product is: [CH:3]([C:6]1[CH:7]=[CH:8][C:9]([CH:12]2[C:16]3[CH:17]=[CH:18][C:19]([O:21][CH2:30][C:29]4[CH:32]=[CH:33][C:26]([O:25][CH3:24])=[CH:27][CH:28]=4)=[CH:20][C:15]=3[O:14][C:13]2([CH3:23])[CH3:22])=[CH:10][CH:11]=1)([CH3:5])[CH3:4]. (4) Given the reactants Br[C:2]1[CH:3]=[CH:4][C:5]([O:8][CH3:9])=[N:6][CH:7]=1.[CH2:10](B(O)O)[CH:11]([CH3:13])[CH3:12], predict the reaction product. The product is: [CH3:9][O:8][C:5]1[CH:4]=[CH:3][C:2]([CH2:10][CH:11]([CH3:13])[CH3:12])=[CH:7][N:6]=1.